This data is from Forward reaction prediction with 1.9M reactions from USPTO patents (1976-2016). The task is: Predict the product of the given reaction. (1) Given the reactants [CH:1]1([N:5]2[C:9]3=[N:10][CH:11]=[N:12][C:13]([NH2:14])=[C:8]3[C:7](I)=[N:6]2)[CH2:4][CH2:3][CH2:2]1.[C:16]1([C:22]2[CH:31]=[CH:30][C:29]3[C:24](=[CH:25][C:26](B4OC(C)(C)C(C)(C)C4)=[CH:27][CH:28]=3)[N:23]=2)[CH:21]=[CH:20][CH:19]=[CH:18][CH:17]=1.C([O-])([O-])=O.[Na+].[Na+].O, predict the reaction product. The product is: [CH:1]1([N:5]2[C:9]3=[N:10][CH:11]=[N:12][C:13]([NH2:14])=[C:8]3[C:7]([C:26]3[CH:25]=[C:24]4[C:29]([CH:30]=[CH:31][C:22]([C:16]5[CH:21]=[CH:20][CH:19]=[CH:18][CH:17]=5)=[N:23]4)=[CH:28][CH:27]=3)=[N:6]2)[CH2:4][CH2:3][CH2:2]1. (2) Given the reactants [NH2:1][C:2]1[S:6][N:5]=[C:4](/[C:7](=[N:38]/[O:39][C:40]([C:43]([O:45]C(C)(C)C)=[O:44])([CH3:42])[CH3:41])/[C:8]([NH:10][C@@H:11]2[C:36](=[O:37])[N:13]3[C:14]([C:20]([O:22]C(C4C=CC=CC=4)C4C=CC=CC=4)=[O:21])=[C:15]([CH2:18]I)[CH2:16][S:17][C@H:12]23)=[O:9])[N:3]=1.C[Si](C)(C)NC(=O)C.[CH3:58][N:59]1[C:63]([NH:64]C(C2C=CC=CC=2)(C2C=CC=CC=2)C2C=CC=CC=2)=[C:62]([NH:84][C:85]2[C:88](=[O:89])[C:87](=[O:90])[C:86]=2[NH:91][CH2:92][CH2:93][NH:94]C(=O)OC(C)(C)C)[CH:61]=[N:60]1.C(OCC)(=O)C, predict the reaction product. The product is: [NH2:64][C:63]1[N:59]([CH3:58])[N+:60]([CH2:18][C:15]2[CH2:16][S:17][C@@H:12]3[C@H:11]([NH:10][C:8](=[O:9])/[C:7](/[C:4]4[N:3]=[C:2]([NH2:1])[S:6][N:5]=4)=[N:38]\[O:39][C:40]([C:43]([OH:45])=[O:44])([CH3:41])[CH3:42])[C:36](=[O:37])[N:13]3[C:14]=2[C:20]([O-:22])=[O:21])=[CH:61][C:62]=1[NH:84][C:85]1[C:88](=[O:89])[C:87](=[O:90])[C:86]=1[NH:91][CH2:92][CH2:93][NH2:94]. (3) Given the reactants [C:1](N1C=CN=C1)(N1C=CN=C1)=[O:2].[N:13]1[CH:14]=[CH:15][N:16]2[CH2:21][C@H:20]([CH2:22][OH:23])[O:19][CH2:18][C:17]=12.O.Cl.Cl.[CH2:27]1[C:35]2[C:30](=[CH:31][CH:32]=[CH:33][CH:34]=2)[CH2:29][CH:28]1[NH:36][C:37]1[N:38]=[CH:39][C:40]2[CH2:45][NH:44][CH2:43][C:41]=2[N:42]=1.C(N(CC)CC)C.C(=O)(O)[O-].[Na+], predict the reaction product. The product is: [CH2:29]1[C:30]2[C:35](=[CH:34][CH:33]=[CH:32][CH:31]=2)[CH2:27][CH:28]1[NH:36][C:37]1[N:38]=[CH:39][C:40]2[CH2:45][N:44]([C:1]([O:23][CH2:22][C@@H:20]3[O:19][CH2:18][C:17]4=[N:13][CH:14]=[CH:15][N:16]4[CH2:21]3)=[O:2])[CH2:43][C:41]=2[N:42]=1. (4) Given the reactants [C:1]([O:5][C:6]([N:8]1[CH2:12][CH2:11][CH:10]([C:13]2[CH:21]=[CH:20][C:19]([C:22]([O:24][CH3:25])=[O:23])=[C:18]3[C:14]=2[CH:15]=[CH:16][NH:17]3)[CH2:9]1)=[O:7])([CH3:4])([CH3:3])[CH3:2].BrC1C=CC(C(OC)=O)=C2C=1C=CN2.CC1(C)C(C)(C)OB(C2CN([C:53]([O:55][C:56]([CH3:59])([CH3:58])[CH3:57])=[O:54])CC=2)O1.C(OC(OC(C)(C)C)=O)(OC(C)(C)C)=O, predict the reaction product. The product is: [C:1]([O:5][C:6]([N:8]1[CH2:12][CH2:11][CH:10]([C:13]2[CH:21]=[CH:20][C:19]([C:22]([O:24][CH3:25])=[O:23])=[C:18]3[C:14]=2[CH:15]=[CH:16][N:17]3[C:53]([O:55][C:56]([CH3:59])([CH3:58])[CH3:57])=[O:54])[CH2:9]1)=[O:7])([CH3:4])([CH3:3])[CH3:2]. (5) Given the reactants Cl[C:2]1[NH:7][C:6]([N:12]2[CH2:17][CH2:16][CH:15]([NH:18][C:19]([C:21]3[NH:22][C:23]([CH3:28])=[C:24]([Cl:27])[C:25]=3[Cl:26])=[O:20])[CH2:14][CH2:13]2)(C(OC)=O)[CH:5]=[CH:4][N:3]=1.[NH:29]1[CH2:34][CH2:33][O:32][CH2:31][CH2:30]1.C[CH2:36][O:37][C:38](C)=[O:39], predict the reaction product. The product is: [Cl:26][C:25]1[C:24]([Cl:27])=[C:23]([CH3:28])[NH:22][C:21]=1[C:19]([NH:18][CH:15]1[CH2:16][CH2:17][N:12]([C:6]2[N:7]=[C:2]([N:29]3[CH2:34][CH2:33][O:32][CH2:31][CH2:30]3)[N:3]=[C:4]([C:38]([O:37][CH3:36])=[O:39])[CH:5]=2)[CH2:13][CH2:14]1)=[O:20]. (6) The product is: [ClH:43].[C:11]1([C@H:9]([NH:8][CH2:21][CH:22]2[CH2:27][CH2:26][N:25]([C:28]3[N:33]=[C:32]([C:34]([OH:36])=[O:35])[CH:31]=[CH:30][CH:29]=3)[CH2:24][CH:23]2[C:37]2[CH:38]=[CH:39][CH:40]=[CH:41][CH:42]=2)[CH3:10])[C:20]2[C:15](=[CH:16][CH:17]=[CH:18][CH:19]=2)[CH:14]=[CH:13][CH:12]=1. Given the reactants C(OC([N:8]([CH2:21][CH:22]1[CH2:27][CH2:26][N:25]([C:28]2[N:33]=[C:32]([C:34]([OH:36])=[O:35])[CH:31]=[CH:30][CH:29]=2)[CH2:24][CH:23]1[C:37]1[CH:42]=[CH:41][CH:40]=[CH:39][CH:38]=1)[C@@H:9]([C:11]1[C:20]2[C:15](=[CH:16][CH:17]=[CH:18][CH:19]=2)[CH:14]=[CH:13][CH:12]=1)[CH3:10])=O)(C)(C)C.[ClH:43].C(OCC)(=O)C.C(OC(C)C)(C)C, predict the reaction product.